Dataset: Catalyst prediction with 721,799 reactions and 888 catalyst types from USPTO. Task: Predict which catalyst facilitates the given reaction. (1) The catalyst class is: 16. Product: [OH:13][C:4]1[CH:5]=[C:6]([C:7]([O:9][CH3:10])=[O:8])[CH:11]=[CH:12][C:3]=1[C:1]([OH:16])=[O:2]. Reactant: [CH:1]([C:3]1[CH:12]=[CH:11][C:6]([C:7]([O:9][CH3:10])=[O:8])=[CH:5][C:4]=1[OH:13])=[O:2].O.Cl([O-])=[O:16].[Na+].Cl. (2) Reactant: [NH:1]1[CH:5]=[CH:4][CH:3]=[N:2]1.[H-].[K+].[NH2:8][C:9]1[N:14]=[C:13](Br)[C:12]([C:16]#[N:17])=[C:11]([S:18][CH3:19])[N:10]=1. Product: [NH2:8][C:9]1[N:10]=[C:11]([S:18][CH3:19])[C:12]([C:16]#[N:17])=[C:13]([N:1]2[CH:5]=[CH:4][CH:3]=[N:2]2)[N:14]=1. The catalyst class is: 270. (3) Reactant: O(CCCCCCC=O)C1C=CC=CC=1.C([O:18][C:19](=O)[CH2:20][CH2:21][CH2:22][CH2:23][CH2:24][CH2:25][O:26][C:27]1[CH:32]=[CH:31][C:30]([O:33][CH2:34][C:35]2[CH:40]=[CH:39][CH:38]=[CH:37][CH:36]=2)=[CH:29][CH:28]=1)C.[H-].C([Al+]CC(C)C)C(C)C. Product: [CH2:34]([O:33][C:30]1[CH:29]=[CH:28][C:27]([O:26][CH2:25][CH2:24][CH2:23][CH2:22][CH2:21][CH2:20][CH:19]=[O:18])=[CH:32][CH:31]=1)[C:35]1[CH:36]=[CH:37][CH:38]=[CH:39][CH:40]=1. The catalyst class is: 1. (4) Reactant: [NH2:1][C:2]1[CH:15]=[CH:14][CH:13]=[CH:12][C:3]=1[C:4]([C:6]1[CH:11]=[CH:10][CH:9]=[CH:8][CH:7]=1)=[O:5].[N+:16]([C:19]1[CH:24]=[CH:23][C:22]([S:25](Cl)(=[O:27])=[O:26])=[CH:21][CH:20]=1)([O-:18])=[O:17].N1C=CC=CC=1. Product: [C:4]([C:3]1[CH:12]=[CH:13][CH:14]=[CH:15][C:2]=1[NH:1][S:25]([C:22]1[CH:21]=[CH:20][C:19]([N+:16]([O-:18])=[O:17])=[CH:24][CH:23]=1)(=[O:26])=[O:27])(=[O:5])[C:6]1[CH:11]=[CH:10][CH:9]=[CH:8][CH:7]=1. The catalyst class is: 2. (5) Reactant: [C:1]([O:5][C:6]([N:8]1[CH2:13][CH2:12][CH2:11][CH2:10][CH:9]1[CH2:14][C:15]([O:17]C)=O)=[O:7])([CH3:4])([CH3:3])[CH3:2].O.[NH2:20][NH2:21]. Product: [C:1]([O:5][C:6]([N:8]1[CH2:13][CH2:12][CH2:11][CH2:10][CH:9]1[CH2:14][C:15]([NH:20][NH2:21])=[O:17])=[O:7])([CH3:4])([CH3:3])[CH3:2]. The catalyst class is: 8. (6) Reactant: [F:1][C:2]1[CH:3]=[C:4]([N:9]2[CH:14]=[CH:13][C:12](=[O:15])[C:11]([CH2:16][C:17]3[CH:22]=[CH:21][CH:20]=[C:19]([C:23]4[N:28]=[CH:27][C:26]([O:29][CH2:30][C:31]([OH:34])([CH3:33])[CH3:32])=[CH:25][N:24]=4)[CH:18]=3)=[N:10]2)[CH:5]=[CH:6][C:7]=1[F:8].I[CH3:36].[H-].[Na+].[C:39]([O-:42])(O)=O.[Na+]. Product: [F:1][C:2]1[CH:3]=[C:4]([N:9]2[CH:14]=[CH:13][C:12](=[O:15])[C:11]([CH:16]([C:17]3[CH:22]=[CH:21][CH:20]=[C:19]([C:23]4[N:28]=[CH:27][C:26]([O:29][CH2:30][C:31]([OH:34])([CH3:32])[CH3:33])=[CH:25][N:24]=4)[CH:18]=3)[CH3:39])=[N:10]2)[CH:5]=[CH:6][C:7]=1[F:8].[F:1][C:2]1[CH:3]=[C:4]([N:9]2[CH:14]=[CH:13][C:12](=[O:15])[C:11]([CH:16]([C:17]3[CH:22]=[CH:21][CH:20]=[C:19]([C:23]4[N:24]=[CH:25][C:26]([O:29][CH2:30][C:31]([O:42][CH3:39])([CH3:33])[CH3:32])=[CH:27][N:28]=4)[CH:18]=3)[CH3:36])=[N:10]2)[CH:5]=[CH:6][C:7]=1[F:8]. The catalyst class is: 3. (7) Reactant: [Br:1][C:2]1[S:6][C:5]([CH2:7]Cl)=[N:4][C:3]=1[C:9]1[CH:10]=[N:11][CH:12]=[CH:13][CH:14]=1.[CH3:15][O:16][C:17](=[O:28])[CH2:18][O:19][C:20]1[CH:25]=[CH:24][C:23]([OH:26])=[CH:22][C:21]=1[CH3:27].C(=O)([O-])[O-].[Cs+].[Cs+]. Product: [CH3:15][O:16][C:17](=[O:28])[CH2:18][O:19][C:20]1[CH:25]=[CH:24][C:23]([O:26][CH2:7][C:5]2[S:6][C:2]([Br:1])=[C:3]([C:9]3[CH:10]=[N:11][CH:12]=[CH:13][CH:14]=3)[N:4]=2)=[CH:22][C:21]=1[CH3:27]. The catalyst class is: 10. (8) Product: [ClH:37].[N:18]1([C:15]2[CH:16]=[CH:17][C:12]([NH:11][S:8]([C:5]3[CH:4]=[CH:3][C:2]([CH3:1])=[CH:7][CH:6]=3)(=[O:9])=[O:10])=[C:13]([NH:32][S:33]([CH3:36])(=[O:34])=[O:35])[CH:14]=2)[CH2:24][CH2:23][CH2:22][NH:21][CH2:20][CH2:19]1. The catalyst class is: 125. Reactant: [CH3:1][C:2]1[CH:7]=[CH:6][C:5]([S:8]([NH:11][C:12]2[CH:17]=[CH:16][C:15]([N:18]3[CH2:24][CH2:23][CH2:22][N:21](C(OC(C)(C)C)=O)[CH2:20][CH2:19]3)=[CH:14][C:13]=2[NH:32][S:33]([CH3:36])(=[O:35])=[O:34])(=[O:10])=[O:9])=[CH:4][CH:3]=1.[ClH:37].CCOCC. (9) The catalyst class is: 8. Reactant: [Cl:1][C:2]1[CH:3]=[CH:4][C:5]([N:20]2[CH:24]=[CH:23][N:22]=[C:21]2[CH:25]([OH:32])[CH2:26][CH:27]2[O:31][CH2:30][CH2:29][O:28]2)=[C:6]([C:8]([C:10]2[CH:15]=[CH:14][CH:13]=[C:12]([O:16][CH3:17])[C:11]=2[O:18][CH3:19])=O)[CH:7]=1.[BH4-].[Na+].C(OCC)(=O)C.O. Product: [Cl:1][C:2]1[CH:3]=[CH:4][C:5]2[N:20]3[CH:24]=[CH:23][N:22]=[C:21]3[C@@H:25]([CH2:26][CH:27]3[O:31][CH2:30][CH2:29][O:28]3)[O:32][C@H:8]([C:10]3[CH:15]=[CH:14][CH:13]=[C:12]([O:16][CH3:17])[C:11]=3[O:18][CH3:19])[C:6]=2[CH:7]=1. (10) Reactant: [C:1]1([C:32]2[CH:37]=[CH:36][CH:35]=[CH:34][CH:33]=2)[CH:6]=[CH:5][C:4]([C:7]([N:9]2[CH2:14][CH2:13][N:12]([C:15]3[C:16]4[CH:29]=[C:28]([CH2:30][CH3:31])[S:27][C:17]=4[N:18]=[C:19]([NH:21][CH2:22][CH2:23][C:24](O)=[O:25])[N:20]=3)[CH2:11][CH2:10]2)=[O:8])=[CH:3][CH:2]=1.C(N(C(C)C)CC)(C)C.[NH2:47][CH:48]([CH2:51][OH:52])[CH2:49][OH:50].CN(C(ON1N=NC2C=CC=NC1=2)=[N+](C)C)C.F[P-](F)(F)(F)(F)F. Product: [C:1]1([C:32]2[CH:33]=[CH:34][CH:35]=[CH:36][CH:37]=2)[CH:6]=[CH:5][C:4]([C:7]([N:9]2[CH2:14][CH2:13][N:12]([C:15]3[C:16]4[CH:29]=[C:28]([CH2:30][CH3:31])[S:27][C:17]=4[N:18]=[C:19]([NH:21][CH2:22][CH2:23][C:24]([NH:47][CH:48]([CH2:51][OH:52])[CH2:49][OH:50])=[O:25])[N:20]=3)[CH2:11][CH2:10]2)=[O:8])=[CH:3][CH:2]=1. The catalyst class is: 37.